From a dataset of HIV replication inhibition screening data with 41,000+ compounds from the AIDS Antiviral Screen. Binary Classification. Given a drug SMILES string, predict its activity (active/inactive) in a high-throughput screening assay against a specified biological target. (1) The result is 0 (inactive). The molecule is Cc1ccc2c(c1)C1(SC(C)C(=O)N1c1ccc(Br)cc1)C(=O)N2. (2) The compound is COc1ccc2c(c1)[n+]([O-])c(C(C)=O)c(C)[n+]2[O-]. The result is 0 (inactive). (3) The molecule is O=S1(=O)CC2OC(c3ccccc3)OC2C1. The result is 0 (inactive). (4) The molecule is CCOC(=O)C(C)NC(=O)N(C)C12CC3CC(CC(C3)C1)C2. The result is 0 (inactive). (5) The drug is CCOC(=O)C(Cc1cc(=O)n(C)c2ccccc12)=NNc1ccc([N+](=O)[O-])cc1[N+](=O)[O-]. The result is 0 (inactive). (6) The molecule is CC1=CCCC2C1(C)CCC(C)C2(C)CC1=CC(=O)C=CC1=O. The result is 0 (inactive).